From a dataset of Forward reaction prediction with 1.9M reactions from USPTO patents (1976-2016). Predict the product of the given reaction. The product is: [CH:8]1([C:4]2[CH:3]=[C:2]([S:21]([Cl:24])(=[O:23])=[O:22])[CH:7]=[CH:6][CH:5]=2)[CH2:10][CH2:9]1. Given the reactants Br[C:2]1[CH:7]=[CH:6][CH:5]=[C:4]([CH:8]2[CH2:10][CH2:9]2)[CH:3]=1.[Li]CCCC.C(OCC)C.[S:21](Cl)([Cl:24])(=[O:23])=[O:22], predict the reaction product.